Task: Predict the product of the given reaction.. Dataset: Forward reaction prediction with 1.9M reactions from USPTO patents (1976-2016) (1) Given the reactants [C:1]1([CH:7]=[CH:8][C:9](Cl)=[O:10])[CH:6]=[CH:5][CH:4]=[CH:3][CH:2]=1.COC(=O)[C:15]([C:17]1[CH:22]=[CH:21][CH:20]=[C:19]([NH2:23])[CH:18]=1)=[CH2:16].[C:25]([O-:28])(O)=[O:26].[Na+].O1CCC[CH2:31]1, predict the reaction product. The product is: [CH3:31][O:28][C:25](=[O:26])[CH:16]=[CH:15][C:17]1[CH:22]=[CH:21][CH:20]=[C:19]([NH:23][C:9](=[O:10])[CH:8]=[CH:7][C:1]2[CH:6]=[CH:5][CH:4]=[CH:3][CH:2]=2)[CH:18]=1. (2) The product is: [N:3]1([S:43]([C:37]2[CH:36]=[C:35]3[C:40]([CH2:41][CH2:42][N:33]([C:30](=[O:32])[CH3:31])[CH2:34]3)=[CH:39][CH:38]=2)(=[O:44])=[O:45])[C:11]2[C:6](=[CH:7][CH:8]=[CH:9][CH:10]=2)[CH:5]=[CH:4]1. Given the reactants [OH-].[Na+].[NH:3]1[C:11]2[C:6](=[CH:7][CH:8]=[CH:9][CH:10]=2)[CH:5]=[CH:4]1.[OH-].C([N+](CCCC)(CCCC)CCCC)CCC.[C:30]([N:33]1[CH2:42][CH2:41][C:40]2[C:35](=[CH:36][C:37]([S:43](Cl)(=[O:45])=[O:44])=[CH:38][CH:39]=2)[CH2:34]1)(=[O:32])[CH3:31], predict the reaction product. (3) Given the reactants N1C(C)=CC(C)=CC=1C.CS([Cl:14])(=O)=O.[Cl:15][C:16]1[CH:39]=[CH:38][C:19]([CH2:20][NH:21][C:22]([C:24]2[C:25](=[O:37])[C:26]3[CH:34]=[C:33]([CH2:35]O)[S:32][C:27]=3[N:28]([CH2:30][CH3:31])[CH:29]=2)=[O:23])=[CH:18][CH:17]=1, predict the reaction product. The product is: [Cl:15][C:16]1[CH:39]=[CH:38][C:19]([CH2:20][NH:21][C:22]([C:24]2[C:25](=[O:37])[C:26]3[CH:34]=[C:33]([CH2:35][Cl:14])[S:32][C:27]=3[N:28]([CH2:30][CH3:31])[CH:29]=2)=[O:23])=[CH:18][CH:17]=1. (4) Given the reactants [NH2:1][C:2]1[C:7]([O:8][CH2:9][CH:10]2[CH2:15][CH2:14][N:13]([C:16]([O:18][C:19]([CH3:22])([CH3:21])[CH3:20])=[O:17])[CH2:12][CH2:11]2)=[CH:6][C:5](B2OC(C)(C)C(C)(C)O2)=[CH:4][N:3]=1.Br[C:33]1[N:34]=[N:35][N:36]([CH3:39])[C:37]=1[CH3:38].C([O-])([O-])=O.[Cs+].[Cs+], predict the reaction product. The product is: [NH2:1][C:2]1[C:7]([O:8][CH2:9][CH:10]2[CH2:11][CH2:12][N:13]([C:16]([O:18][C:19]([CH3:20])([CH3:22])[CH3:21])=[O:17])[CH2:14][CH2:15]2)=[CH:6][C:5]([C:33]2[N:34]=[N:35][N:36]([CH3:39])[C:37]=2[CH3:38])=[CH:4][N:3]=1. (5) Given the reactants FC(F)(F)C(O)=O.[F:8][C:9]1[CH:62]=[CH:61][C:12]([C:13]([N:15]([CH2:25][C:26]2[CH:31]=[C:30]([C:32]3[CH:59]=[CH:58][C:35]4[N:36](C(C5C=CC=CC=5)(C5C=CC=CC=5)C5C=CC=CC=5)[N:37]=[N:38][C:34]=4[CH:33]=3)[CH:29]=[CH:28][C:27]=2[F:60])[CH:16]2[CH2:21][CH2:20][N:19]([CH:22]([CH3:24])[CH3:23])[CH2:18][CH2:17]2)=[O:14])=[CH:11][CH:10]=1.C(=O)([O-])[O-].[Na+].[Na+], predict the reaction product. The product is: [NH:36]1[C:35]2[CH:58]=[CH:59][C:32]([C:30]3[CH:29]=[CH:28][C:27]([F:60])=[C:26]([CH:31]=3)[CH2:25][N:15]([CH:16]3[CH2:21][CH2:20][N:19]([CH:22]([CH3:23])[CH3:24])[CH2:18][CH2:17]3)[C:13](=[O:14])[C:12]3[CH:11]=[CH:10][C:9]([F:8])=[CH:62][CH:61]=3)=[CH:33][C:34]=2[N:38]=[N:37]1. (6) Given the reactants Br[C:2]1[CH:7]=[CH:6][C:5]([Br:8])=[CH:4][CH:3]=1.[Li]CCCC.CON(C)[C:17](=[O:27])[CH2:18][C:19]1[CH:24]=[CH:23][C:22]([O:25][CH3:26])=[CH:21][CH:20]=1, predict the reaction product. The product is: [Br:8][C:5]1[CH:6]=[CH:7][C:2]([C:17](=[O:27])[CH2:18][C:19]2[CH:24]=[CH:23][C:22]([O:25][CH3:26])=[CH:21][CH:20]=2)=[CH:3][CH:4]=1. (7) Given the reactants [CH3:1][N:2]([CH3:15])[C:3](=[O:14])[CH2:4][CH2:5][CH:6]([N+:11]([O-])=O)[CH:7]([OH:10])[CH2:8][F:9], predict the reaction product. The product is: [CH3:15][N:2]([CH3:1])[C:3](=[O:14])[CH2:4][CH2:5][CH:6]([NH2:11])[CH:7]([OH:10])[CH2:8][F:9].